From a dataset of Peptide-MHC class I binding affinity with 185,985 pairs from IEDB/IMGT. Regression. Given a peptide amino acid sequence and an MHC pseudo amino acid sequence, predict their binding affinity value. This is MHC class I binding data. (1) The peptide sequence is YERGNIIIF. The MHC is HLA-B57:01 with pseudo-sequence HLA-B57:01. The binding affinity (normalized) is 0.0847. (2) The peptide sequence is WLGDVWQEK. The MHC is HLA-A02:12 with pseudo-sequence HLA-A02:12. The binding affinity (normalized) is 0.0847. (3) The peptide sequence is WRFDSRLAF. The MHC is HLA-B53:01 with pseudo-sequence HLA-B53:01. The binding affinity (normalized) is 0.120. (4) The peptide sequence is VPGASGTVL. The binding affinity (normalized) is 0.601. The MHC is HLA-B07:02 with pseudo-sequence HLA-B07:02. (5) The peptide sequence is FLFMDRDAL. The MHC is HLA-A02:02 with pseudo-sequence HLA-A02:02. The binding affinity (normalized) is 1.00. (6) The peptide sequence is SLTESDMDY. The MHC is HLA-A02:01 with pseudo-sequence HLA-A02:01. The binding affinity (normalized) is 0. (7) The peptide sequence is LEKWNLGII. The MHC is HLA-A68:02 with pseudo-sequence HLA-A68:02. The binding affinity (normalized) is 0.0847.